From a dataset of Full USPTO retrosynthesis dataset with 1.9M reactions from patents (1976-2016). Predict the reactants needed to synthesize the given product. (1) Given the product [CH3:18][O:17][N:15]([CH3:16])[C:14]([C:13]1[C:12](=[O:20])[NH:11][C:5]2[C:4]([C:3]=1[OH:21])=[CH:9][C:8]([Cl:10])=[CH:7][CH:6]=2)=[O:19], predict the reactants needed to synthesize it. The reactants are: CO[C:3](=[O:21])[C:4]1[CH:9]=[C:8]([Cl:10])[CH:7]=[CH:6][C:5]=1[NH:11][C:12](=[O:20])[CH2:13][C:14](=[O:19])[N:15]([O:17][CH3:18])[CH3:16].C[O-].[Na+].Cl. (2) Given the product [CH3:2][C@@H:3]1[CH2:7][CH2:6][CH2:5][N:4]1[CH2:8][CH2:9][CH2:10][O:11][C:12]1[CH:17]=[CH:16][C:15]([N:18]2[CH:22]=[C:21]([C:23]([NH2:28])=[O:25])[CH:20]=[N:19]2)=[CH:14][CH:13]=1, predict the reactants needed to synthesize it. The reactants are: Cl.[CH3:2][C@@H:3]1[CH2:7][CH2:6][CH2:5][N:4]1[CH2:8][CH2:9][CH2:10][O:11][C:12]1[CH:17]=[CH:16][C:15]([N:18]2[CH:22]=[C:21]([C:23]([OH:25])=O)[CH:20]=[N:19]2)=[CH:14][CH:13]=1.O.O[N:28]1C2C=CC=CC=2N=N1.Cl.C(N=C=NCCCN(C)C)C.N.C(=O)(O)[O-].[Na+].